This data is from Reaction yield outcomes from USPTO patents with 853,638 reactions. The task is: Predict the reaction yield, written as a fraction of the theoretical maximum amount of product (1.0 means a 100% yield; for example, 0.34 means a 34% yield). (1) The reactants are [Al+3].[Cl-:2].[Cl-].[Cl-].B(Cl)(Cl)Cl.[Cl:9][C:10]1[C:18]([F:19])=[C:17]2[C:13]([C:14](SC3C(F)=C(C=CC=3)C(OCC)=O)=[CH:15][N:16]2C2C=NN(CCC)C=2)=[CH:12][CH:11]=1.ClCC#N.Cl.[OH2:46]. The catalyst is C(Cl)Cl. The product is [NH2:16][C:17]1[C:18]([F:19])=[C:10]([Cl:9])[CH:11]=[CH:12][C:13]=1[C:14](=[O:46])[CH2:15][Cl:2]. The yield is 0.330. (2) The reactants are [N+:1]([C:4]1[CH:5]=[C:6]2[C:10](=[CH:11][CH:12]=1)[N:9]([C:13]([C:26]1[CH:31]=[CH:30][CH:29]=[CH:28][CH:27]=1)([C:20]1[CH:25]=[CH:24][CH:23]=[CH:22][CH:21]=1)[C:14]1[CH:19]=[CH:18][CH:17]=[CH:16][CH:15]=1)[N:8]=[C:7]2[C:32]1[CH:33]=[N:34][N:35]([C:37]([O:39][C:40]([CH3:43])([CH3:42])[CH3:41])=[O:38])[CH:36]=1)([O-])=O.CO.CCOC(C)=O. The catalyst is [Pd].CCOC(C)=O.CCCCCC. The product is [NH2:1][C:4]1[CH:5]=[C:6]2[C:10](=[CH:11][CH:12]=1)[N:9]([C:13]([C:26]1[CH:31]=[CH:30][CH:29]=[CH:28][CH:27]=1)([C:14]1[CH:15]=[CH:16][CH:17]=[CH:18][CH:19]=1)[C:20]1[CH:25]=[CH:24][CH:23]=[CH:22][CH:21]=1)[N:8]=[C:7]2[C:32]1[CH:33]=[N:34][N:35]([C:37]([O:39][C:40]([CH3:43])([CH3:42])[CH3:41])=[O:38])[CH:36]=1. The yield is 0.959. (3) The reactants are Cl.[OH:2][C@H:3]1[CH2:7][NH:6][C@H:5]([C:8]([NH:10][CH2:11][C:12]2[CH:17]=[CH:16][C:15]([C:18]3[S:22][CH:21]=[N:20][C:19]=3[CH3:23])=[CH:14][CH:13]=2)=[O:9])[CH2:4]1.[C:24]([O:28][C:29]([NH:31][C@@H:32]([CH:36]([CH3:38])[CH3:37])[C:33](O)=[O:34])=[O:30])([CH3:27])([CH3:26])[CH3:25].CCN(C(C)C)C(C)C.CN(C(ON1N=NC2C=CC=NC1=2)=[N+](C)C)C.F[P-](F)(F)(F)(F)F. The catalyst is CN(C=O)C. The product is [OH:2][C@H:3]1[CH2:7][N:6]([C:33](=[O:34])[C@@H:32]([NH:31][C:29](=[O:30])[O:28][C:24]([CH3:27])([CH3:26])[CH3:25])[CH:36]([CH3:38])[CH3:37])[C@H:5]([C:8](=[O:9])[NH:10][CH2:11][C:12]2[CH:13]=[CH:14][C:15]([C:18]3[S:22][CH:21]=[N:20][C:19]=3[CH3:23])=[CH:16][CH:17]=2)[CH2:4]1. The yield is 0.720.